This data is from Forward reaction prediction with 1.9M reactions from USPTO patents (1976-2016). The task is: Predict the product of the given reaction. (1) Given the reactants [Br-].[F:2][CH2:3][CH2:4][N+:5]1[CH:10]=[CH:9][C:8]([C:11]2[CH:16]=[CH:15][C:14]([N+:17]([O-:19])=[O:18])=[C:13]([O:20][CH3:21])[CH:12]=2)=[CH:7][CH:6]=1.[BH4-].[Na+].CCOC(C)=O, predict the reaction product. The product is: [F:2][CH2:3][CH2:4][N:5]1[CH2:6][CH:7]=[C:8]([C:11]2[CH:16]=[CH:15][C:14]([N+:17]([O-:19])=[O:18])=[C:13]([O:20][CH3:21])[CH:12]=2)[CH2:9][CH2:10]1. (2) Given the reactants [Cl:1][C:2]1[CH:24]=[CH:23][CH:22]=[C:21]([C:25]#[N:26])[C:3]=1[CH2:4][N:5]1[C:13]2[C:8](=[CH:9][CH:10]=[C:11]([C:14]([F:19])([F:18])[C:15]([OH:17])=[O:16])[CH:12]=2)[C:7]([CH3:20])=[N:6]1.[OH-].[K+:28], predict the reaction product. The product is: [Cl:1][C:2]1[CH:24]=[CH:23][CH:22]=[C:21]([C:25]#[N:26])[C:3]=1[CH2:4][N:5]1[C:13]2[C:8](=[CH:9][CH:10]=[C:11]([C:14]([F:18])([F:19])[C:15]([O-:17])=[O:16])[CH:12]=2)[C:7]([CH3:20])=[N:6]1.[K+:28]. (3) Given the reactants Br[CH2:2][C:3]([CH3:6])([OH:5])[CH3:4].C1(P(C2C=CC=CC=2)C2C=CC=CC=2)C=CC=CC=1.[CH3:26][C:27]([CH3:30])([O-:29])[CH3:28].[K+].[CH2:32]([O:34][C:35]([C:37]1[CH:45]=[C:44]2[C:40]([CH:41]=[CH:42][N:43]2[C:46](OC(C)(C)C)=[O:47])=[C:39]([CH:53]=O)[CH:38]=1)=[O:36])[CH3:33], predict the reaction product. The product is: [CH2:32]([O:34][C:35]([C:37]1[CH:45]=[C:44]2[C:40]([CH:41]=[CH:42][N:43]2[C:46]([O:5][C:3]([CH3:6])([CH3:4])[CH3:2])=[O:47])=[C:39]([CH:53]=[CH:26][C:27]([OH:29])([CH3:30])[CH3:28])[CH:38]=1)=[O:36])[CH3:33]. (4) Given the reactants C[Si:2]([C:5]#N)([CH3:4])[CH3:3].[CH3:7][O:8][CH2:9][O:10][CH:11]1[CH2:15][CH2:14][CH2:13][C:12]1(NC)[C:16]#[N:17].C[N+]1([O-])CC[O:24]CC1, predict the reaction product. The product is: [CH3:7][O:8][CH2:9][O:10][CH:11]1[CH2:15][CH2:14][CH2:13][C:12]1([O:24][Si:2]([CH3:3])([CH3:4])[CH3:5])[C:16]#[N:17]. (5) Given the reactants [NH2:1][C:2]1[CH:7]=[C:6]([CH3:8])[CH:5]=[CH:4][N:3]=1.Cl[CH2:10][CH:11]=O.O.Cl, predict the reaction product. The product is: [CH3:8][C:6]1[CH:5]=[CH:4][N:3]2[CH:10]=[CH:11][N:1]=[C:2]2[CH:7]=1.